From a dataset of Forward reaction prediction with 1.9M reactions from USPTO patents (1976-2016). Predict the product of the given reaction. (1) Given the reactants [CH3:1][O:2][C:3]1[CH:12]=[C:11]2[C:6]([CH2:7][CH2:8][C:9](=[O:13])[CH2:10]2)=[CH:5][CH:4]=1.[S:14](=[O:17])([OH:16])[O-:15].[Na+], predict the reaction product. The product is: [S:14](=[O:15])([OH:17])[OH:16].[CH3:1][O:2][C:3]1[CH:12]=[C:11]2[C:6]([CH2:7][CH2:8][C:9](=[O:13])[CH2:10]2)=[CH:5][CH:4]=1. (2) Given the reactants [F:1][C:2]([F:30])([F:29])[C:3]1[CH:8]=[CH:7][C:6]([O:9][C:10](=[O:28])[N:11]([CH2:13][CH2:14][C@H:15]2[CH2:20][CH2:19][C@H:18]([CH2:21][N:22]([CH2:26][CH3:27])[CH2:23][CH2:24][OH:25])[CH2:17][CH2:16]2)[CH3:12])=[CH:5][CH:4]=1.C1(=O)OC(=[O:35])C2=CC=CC=C12.C(N)(N)=O.OO.C([O-])(O)=O.[Na+], predict the reaction product. The product is: [CH2:26]([N+:22]([CH2:23][CH2:24][OH:25])([CH2:21][C@H:18]1[CH2:19][CH2:20][C@H:15]([CH2:14][CH2:13][N:11]([CH3:12])[C:10]([O:9][C:6]2[CH:7]=[CH:8][C:3]([C:2]([F:29])([F:30])[F:1])=[CH:4][CH:5]=2)=[O:28])[CH2:16][CH2:17]1)[O-:35])[CH3:27]. (3) Given the reactants [OH:1][C@@:2]1([C:9]#[C:10][C:11]2[CH:12]=[C:13]([N:17]3[C:25]4[C:20](=[CH:21][C:22]([C:26](=[O:29])[NH:27][CH3:28])=[CH:23][CH:24]=4)[C:19]([C:30]([O:32]C)=O)=[N:18]3)[CH:14]=[CH:15][CH:16]=2)[CH2:6][CH2:5][N:4]([CH3:7])[C:3]1=[O:8].[NH3:34], predict the reaction product. The product is: [OH:1][C@@:2]1([C:9]#[C:10][C:11]2[CH:12]=[C:13]([N:17]3[C:25]4[C:20](=[CH:21][C:22]([C:26]([NH:27][CH3:28])=[O:29])=[CH:23][CH:24]=4)[C:19]([C:30]([NH2:34])=[O:32])=[N:18]3)[CH:14]=[CH:15][CH:16]=2)[CH2:6][CH2:5][N:4]([CH3:7])[C:3]1=[O:8]. (4) The product is: [CH:36]1([C:39]2[C:40]([O:49][CH2:50][CH:51]3[CH2:56][CH2:55][N:54]([S:57]([C:60]4[CH:61]=[CH:62][C:63]([O:66][C:67]([F:70])([F:69])[F:68])=[CH:64][CH:65]=4)(=[O:59])=[O:58])[CH2:53][CH2:52]3)=[CH:41][C:42]([F:48])=[C:43]([CH:47]=2)[C:44]([NH:54][S:57]([CH3:60])(=[O:59])=[O:58])=[O:45])[CH2:37][CH2:38]1. Given the reactants ClC1C(F)=C(C=C(C(F)(F)F)C=1)CN1CCC(COC2C(C3CC3)=CC(C(O)=O)=C(F)C=2)(F)CC1.[CH:36]1([C:39]2[C:40]([O:49][CH2:50][CH:51]3[CH2:56][CH2:55][N:54]([S:57]([C:60]4[CH:65]=[CH:64][C:63]([O:66][C:67]([F:70])([F:69])[F:68])=[CH:62][CH:61]=4)(=[O:59])=[O:58])[CH2:53][CH2:52]3)=[CH:41][C:42]([F:48])=[C:43]([CH:47]=2)[C:44](O)=[O:45])[CH2:38][CH2:37]1, predict the reaction product. (5) Given the reactants [NH:1]1[CH2:6][CH2:5][CH:4]([O:7][C:8]2[CH:22]=[CH:21][C:11]3[NH:12][C:13](=[O:20])[C:14]4[CH:15]=[CH:16][CH:17]=[N:18][C:19]=4[C:10]=3[CH:9]=2)[CH2:3][CH2:2]1.C(=O)([O-])[O-].[K+].[K+].Br[CH2:30][CH2:31][CH3:32], predict the reaction product. The product is: [CH2:30]([N:1]1[CH2:2][CH2:3][CH:4]([O:7][C:8]2[CH:22]=[CH:21][C:11]3[NH:12][C:13](=[O:20])[C:14]4[CH:15]=[CH:16][CH:17]=[N:18][C:19]=4[C:10]=3[CH:9]=2)[CH2:5][CH2:6]1)[CH2:31][CH3:32]. (6) Given the reactants Cl[C:2]([O:4][C:5]1[CH:10]=[CH:9][CH:8]=[CH:7][CH:6]=1)=[O:3].[NH2:11][C:12]1[CH:19]=[C:18]([O:20][CH2:21][CH2:22][O:23][CH3:24])[C:15]([C:16]#[N:17])=[CH:14][N:13]=1.N1C=CC=CC=1, predict the reaction product. The product is: [C:16]([C:15]1[C:18]([O:20][CH2:21][CH2:22][O:23][CH3:24])=[CH:19][C:12]([NH:11][C:2](=[O:3])[O:4][C:5]2[CH:10]=[CH:9][CH:8]=[CH:7][CH:6]=2)=[N:13][CH:14]=1)#[N:17].